This data is from Retrosynthesis with 50K atom-mapped reactions and 10 reaction types from USPTO. The task is: Predict the reactants needed to synthesize the given product. (1) Given the product Cc1ccc(S(=O)(=O)N[C@H]2CC[C@H](CCN3CCCCC3c3coc4cccc-4c3)CC2)cc1, predict the reactants needed to synthesize it. The reactants are: Cc1ccc(S(=O)(=O)Cl)cc1.N[C@H]1CC[C@H](CCN2CCCCC2c2coc3cccc-3c2)CC1. (2) Given the product CCOC(=O)C1=Cc2cccc(NS(=O)(=O)N(C)C)c2OCC1, predict the reactants needed to synthesize it. The reactants are: CCOC(=O)C1=Cc2cccc(N)c2OCC1.CN(C)S(=O)(=O)Cl. (3) Given the product Cc1ncc(C(=O)Nc2cc3c(cn2)C(C)(C)C(=O)N3C2CC2)cn1, predict the reactants needed to synthesize it. The reactants are: CC1(C)C(=O)N(C2CC2)c2cc(N)ncc21.Cc1ncc(C(=O)O)cn1. (4) Given the product CCC(C)(C)c1ccc(CC(C(=O)O)C(O)c2cccc(Cl)c2)cc1, predict the reactants needed to synthesize it. The reactants are: CCOC(=O)C(Cc1ccc(C(C)(C)CC)cc1)C(O)c1cccc(Cl)c1. (5) Given the product Cc1nc(-c2cccc(C(N)=O)c2)n2c1c(C)nc1scnc12, predict the reactants needed to synthesize it. The reactants are: Cc1nc(Br)n2c1c(C)nc1scnc12.NC(=O)c1cccc(B(O)O)c1. (6) Given the product CC[C@@H]1C[C@H](Nc2ncc(OCCCC#N)c(Cc3cc(C(F)(F)F)cc(C(F)(F)F)c3)n2)c2nc(OC)ccc2N1C(=O)OCC(C)(C)C(=O)OC, predict the reactants needed to synthesize it. The reactants are: CC[C@@H]1C[C@H](Nc2ncc(O)c(Cc3cc(C(F)(F)F)cc(C(F)(F)F)c3)n2)c2nc(OC)ccc2N1C(=O)OCC(C)(C)C(=O)OC.N#CCCCBr. (7) The reactants are: Nc1cc([N+](=O)[O-])cnc1N.S=C=Nc1ccccc1. Given the product O=[N+]([O-])c1cnc2[nH]c(Nc3ccccc3)nc2c1, predict the reactants needed to synthesize it. (8) Given the product NCCN(C(=O)C(Cl)Cl)c1cccc(-c2cc(-c3c(Cl)cccc3Cl)no2)c1, predict the reactants needed to synthesize it. The reactants are: CC(C)(C)OC(=O)NCCN(C(=O)C(Cl)Cl)c1cccc(-c2cc(-c3c(Cl)cccc3Cl)no2)c1.